From a dataset of Forward reaction prediction with 1.9M reactions from USPTO patents (1976-2016). Predict the product of the given reaction. (1) Given the reactants C([O:8][C:9]1[CH:10]=[C:11]([CH2:15][C:16]#[N:17])[CH:12]=[CH:13][CH:14]=1)C1C=CC=CC=1.O.[H][H], predict the reaction product. The product is: [NH2:17][CH2:16][CH2:15][C:11]1[CH:10]=[C:9]([OH:8])[CH:14]=[CH:13][CH:12]=1. (2) Given the reactants [C:1]1([C:7]2([C:13]3[CH:18]=[CH:17][CH:16]=[CH:15][CH:14]=3)[O:12][CH2:11][CH2:10][NH:9][CH2:8]2)[CH:6]=[CH:5][CH:4]=[CH:3][CH:2]=1.[O:19]=[C:20]1[C:25]([C:32]2[CH:37]=[CH:36][CH:35]=[CH:34][CH:33]=2)([C:26]2[CH:31]=[CH:30][CH:29]=[CH:28][CH:27]=2)[CH2:24][CH2:23][CH2:22][N:21]1[CH2:38][C:39](O)=[O:40].C(N(C(C)C)CC)(C)C, predict the reaction product. The product is: [C:13]1([C:7]2([C:1]3[CH:6]=[CH:5][CH:4]=[CH:3][CH:2]=3)[O:12][CH2:11][CH2:10][N:9]([C:39](=[O:40])[CH2:38][N:21]3[CH2:22][CH2:23][CH2:24][C:25]([C:32]4[CH:37]=[CH:36][CH:35]=[CH:34][CH:33]=4)([C:26]4[CH:31]=[CH:30][CH:29]=[CH:28][CH:27]=4)[C:20]3=[O:19])[CH2:8]2)[CH:14]=[CH:15][CH:16]=[CH:17][CH:18]=1. (3) Given the reactants [N+:1]([C:4]1[CH:9]=[CH:8][C:7]([CH2:10][C:11](=[S:13])[NH2:12])=[CH:6][CH:5]=1)([O-:3])=[O:2].Br[CH2:15][C:16](=O)[C:17]([O:19][CH2:20][CH3:21])=[O:18], predict the reaction product. The product is: [N+:1]([C:4]1[CH:5]=[CH:6][C:7]([CH2:10][C:11]2[S:13][CH:15]=[C:16]([C:17]([O:19][CH2:20][CH3:21])=[O:18])[N:12]=2)=[CH:8][CH:9]=1)([O-:3])=[O:2].